This data is from Full USPTO retrosynthesis dataset with 1.9M reactions from patents (1976-2016). The task is: Predict the reactants needed to synthesize the given product. (1) Given the product [CH:17]1[C:18]2[CH:19]([CH2:21][O:22][C:23]([NH:25][C@@H:26]([CH2:30][NH:31][C:5]([CH:1]3[CH2:4][CH2:3][CH2:2]3)=[O:6])[C:27]([OH:29])=[O:28])=[O:24])[C:20]3[C:12](=[CH:11][CH:10]=[CH:9][CH:8]=3)[C:13]=2[CH:14]=[CH:15][CH:16]=1, predict the reactants needed to synthesize it. The reactants are: [CH:1]1([C:5](Cl)=[O:6])[CH2:4][CH2:3][CH2:2]1.[CH:8]1[C:20]2[CH:19]([CH2:21][O:22][C:23]([NH:25][C@@H:26]([CH2:30][NH2:31])[C:27]([OH:29])=[O:28])=[O:24])[C:18]3[C:13](=[CH:14][CH:15]=[CH:16][CH:17]=3)[C:12]=2[CH:11]=[CH:10][CH:9]=1. (2) Given the product [Cl:22][C:23]1[CH:24]=[C:25]([CH:8]([C:14]2[CH:15]=[CH:16][CH:17]=[C:18]([Cl:39])[CH:19]=2)[N:9]2[CH2:12][CH:11]([OH:13])[CH2:10]2)[CH:26]=[CH:27][CH:28]=1, predict the reactants needed to synthesize it. The reactants are: ClC1C=CC([CH:8]([C:14]2[CH:19]=[CH:18][C:17](Cl)=[CH:16][CH:15]=2)[N:9]2[CH2:12][CH:11]([OH:13])[CH2:10]2)=CC=1.Cl.[Cl:22][C:23]1[CH:28]=[CH:27][C:26](C(N)[C:26]2[CH:27]=[CH:28][C:23]([Cl:22])=[CH:24][CH:25]=2)=[CH:25][CH:24]=1.C(C1OC1)[Cl:39]. (3) Given the product [NH2:8][C@H:9]([CH2:15][CH:16]1[CH2:17][CH2:18][CH2:19][CH2:20][CH2:21]1)[CH:10]([OH:14])[C:11]([O:13][C@H:23]1[C:31]2[C:26](=[CH:27][CH:28]=[CH:29][CH:30]=2)[CH2:25][C@H:24]1[NH2:35])=[O:12], predict the reactants needed to synthesize it. The reactants are: C(OC([NH:8][C@H:9]([CH2:15][CH:16]1[CH2:21][CH2:20][CH2:19][CH2:18][CH2:17]1)[CH:10]([OH:14])[C:11]([OH:13])=[O:12])=O)(C)(C)C.N[C@H:23]1[C:31]2[C:26](=[CH:27][CH:28]=[CH:29][CH:30]=2)[CH2:25][C@H:24]1O.Cl.C[N:35](C)CCCN=C=NCC.ON1C2C=CC=CC=2N=N1.CN1CCOCC1. (4) Given the product [NH2:16][N:5]1[C:6]([C:7]#[N:8])=[C:2]([Br:1])[CH:3]=[C:4]1[C:9]([O:11][CH2:12][CH3:13])=[O:10], predict the reactants needed to synthesize it. The reactants are: [Br:1][C:2]1[CH:3]=[C:4]([C:9]([O:11][CH2:12][CH3:13])=[O:10])[NH:5][C:6]=1[C:7]#[N:8].[H-].[Na+].[NH2:16]OP(=O)(C1C=CC=CC=1)C1C=CC=CC=1.C([O-])(O)=O.[Na+]. (5) Given the product [Na+:48].[F:21][C:18]1[CH:19]=[CH:20][C:15]([C:14]2[C:13]([C:22]3[CH:23]=[CH:24][CH:25]=[CH:26][CH:27]=3)=[C:12]([C:28](=[O:36])[NH:29][C:30]3[CH:35]=[CH:34][CH:33]=[CH:32][CH:31]=3)[N:11]([CH:37]([CH3:39])[CH3:38])[C:10]=2[CH2:9][CH2:8][C@@H:7]([OH:40])[CH2:6][C@@H:5]([OH:41])[CH2:4][C:3]([O-:42])=[O:2])=[CH:16][CH:17]=1, predict the reactants needed to synthesize it. The reactants are: C[O:2][C:3](=[O:42])[CH2:4][C@H:5]([OH:41])[CH2:6][C@H:7]([OH:40])[CH2:8][CH2:9][C:10]1[N:11]([CH:37]([CH3:39])[CH3:38])[C:12]([C:28](=[O:36])[NH:29][C:30]2[CH:35]=[CH:34][CH:33]=[CH:32][CH:31]=2)=[C:13]([C:22]2[CH:27]=[CH:26][CH:25]=[CH:24][CH:23]=2)[C:14]=1[C:15]1[CH:20]=[CH:19][C:18]([F:21])=[CH:17][CH:16]=1.C(O)C.O.[OH-].[Na+:48]. (6) Given the product [C:1]([O:5][C:6]([NH:7][C:8]1[S:9][C:10]([C:44]2[CH:45]=[CH:46][C:41]([CH2:40][CH2:39][C:38]([O:37][CH3:36])=[O:50])=[CH:42][CH:43]=2)=[CH:11][C:12]=1[C:13]([N:15]1[CH2:20][CH2:19][CH:18]([N:21]2[CH2:33][CH2:32][CH2:31][C:23]3([C:27](=[O:28])[O:26][C:25]([CH3:30])([CH3:29])[CH2:24]3)[CH2:22]2)[CH2:17][CH2:16]1)=[O:14])=[O:35])([CH3:4])([CH3:3])[CH3:2], predict the reactants needed to synthesize it. The reactants are: [C:1]([O:5][C:6](=[O:35])[NH:7][C:8]1[S:9][C:10](Br)=[CH:11][C:12]=1[C:13]([N:15]1[CH2:20][CH2:19][CH:18]([N:21]2[CH2:33][CH2:32][CH2:31][C:23]3([C:27](=[O:28])[O:26][C:25]([CH3:30])([CH3:29])[CH2:24]3)[CH2:22]2)[CH2:17][CH2:16]1)=[O:14])([CH3:4])([CH3:3])[CH3:2].[CH3:36][O:37][C:38](=[O:50])[CH2:39][CH2:40][C:41]1[CH:46]=[CH:45][C:44](B(O)O)=[CH:43][CH:42]=1.